Task: Predict which catalyst facilitates the given reaction.. Dataset: Catalyst prediction with 721,799 reactions and 888 catalyst types from USPTO (1) Reactant: [CH3:1][N:2]1[CH2:7][CH2:6][CH:5]([C:8](Cl)=[O:9])[CH2:4][CH2:3]1.[Cl:11][C:12]1[CH:17]=[CH:16][N:15]=[C:14]([NH2:18])[CH:13]=1.C(N(C(C)C)CC)(C)C. Product: [Cl:11][C:12]1[CH:17]=[CH:16][N:15]=[C:14]([NH:18][C:8]([CH:5]2[CH2:6][CH2:7][N:2]([CH3:1])[CH2:3][CH2:4]2)=[O:9])[CH:13]=1. The catalyst class is: 2. (2) Reactant: [CH2:1]([C:3]1[C:4]([CH:9]2[C:17](=[O:18])[CH:16]3[CH:11]([CH:12]4[O:19][CH:15]3[CH2:14][CH2:13]4)[C:10]2=[O:20])=[C:5]([CH3:8])[S:6][CH:7]=1)[CH3:2].[Br:21]Br. Product: [Br:21][C:7]1[S:6][C:5]([CH3:8])=[C:4]([CH:9]2[C:17](=[O:18])[CH:16]3[CH:11]([CH:12]4[O:19][CH:15]3[CH2:14][CH2:13]4)[C:10]2=[O:20])[C:3]=1[CH2:1][CH3:2]. The catalyst class is: 2. (3) Reactant: I[C:2]1[CH:3]=[C:4]([CH:19]=[CH:20][CH:21]=1)[CH2:5][C:6]1[S:10][C:9]([C:11]2[CH:18]=[CH:17][C:14]([C:15]#[N:16])=[CH:13][CH:12]=2)=[N:8][N:7]=1.C1[CH2:26][O:25][CH2:24]C1.C1CCN2C(=NCCC2)CC1.C[OH:39]. Product: [CH3:24][O:25][C:26](=[O:39])[C:2]1[CH:21]=[CH:20][CH:19]=[C:4]([CH2:5][C:6]2[S:10][C:9]([C:11]3[CH:18]=[CH:17][C:14]([C:15]#[N:16])=[CH:13][CH:12]=3)=[N:8][N:7]=2)[CH:3]=1. The catalyst class is: 167. (4) Reactant: CC[C@H]1[C@H]2C[C@H]([C@H](OC3C4C(=CC=CC=4)C(O[C@H]([C:47]4[CH:56]=[CH:55][N:54]=[C:53]5[C:48]=4[CH:49]=[C:50]([O:57][CH3:58])[CH:51]=[CH:52]5)[C@@H]4N5C[C@H](CC)[C@@H](CC5)C4)=NN=3)[C:47]3[CH:56]=[CH:55][N:54]=[C:53]4[C:48]=3[CH:49]=[C:50]([O:57][CH3:58])[CH:51]=[CH:52]4)N(CC2)C1.CS(N)(=O)=O.C[O:65][C:66]1C=C2C(=C[C:75]=1[CH:76]=CC)N=CC=C2.S([O-])([O-])=[O:80].[Na+].[Na+].[Cl-].[Na+]. Product: [CH3:58][O:57][C:50]1[CH:49]=[C:48]2[C:53](=[CH:52][C:51]=1[CH:66]([OH:65])[CH:75]([OH:80])[CH3:76])[N:54]=[CH:55][CH:56]=[CH:47]2. The catalyst class is: 371. (5) Reactant: Br[C:2]([CH3:11])([CH3:10])[C:3]([O:5][C:6]([CH3:9])([CH3:8])[CH3:7])=[O:4].[SH:12][CH2:13][CH2:14][NH:15][C:16](=[O:22])[O:17][C:18]([CH3:21])([CH3:20])[CH3:19].C(=O)([O-])[O-].[K+].[K+].O. Product: [C:18]([O:17][C:16]([NH:15][CH2:14][CH2:13][S:12][C:2]([CH3:11])([CH3:10])[C:3]([O:5][C:6]([CH3:9])([CH3:8])[CH3:7])=[O:4])=[O:22])([CH3:21])([CH3:20])[CH3:19]. The catalyst class is: 9.